From a dataset of NCI-60 drug combinations with 297,098 pairs across 59 cell lines. Regression. Given two drug SMILES strings and cell line genomic features, predict the synergy score measuring deviation from expected non-interaction effect. (1) Drug 1: C1=NC(=NC(=O)N1C2C(C(C(O2)CO)O)O)N. Drug 2: C(CCl)NC(=O)N(CCCl)N=O. Cell line: UO-31. Synergy scores: CSS=29.6, Synergy_ZIP=-4.12, Synergy_Bliss=5.67, Synergy_Loewe=-30.5, Synergy_HSA=3.76. (2) Drug 1: CC1=C(C=C(C=C1)NC2=NC=CC(=N2)N(C)C3=CC4=NN(C(=C4C=C3)C)C)S(=O)(=O)N.Cl. Drug 2: CS(=O)(=O)C1=CC(=C(C=C1)C(=O)NC2=CC(=C(C=C2)Cl)C3=CC=CC=N3)Cl. Cell line: ACHN. Synergy scores: CSS=24.4, Synergy_ZIP=5.27, Synergy_Bliss=7.71, Synergy_Loewe=-0.976, Synergy_HSA=5.98. (3) Drug 1: CC1=C2C(C(=O)C3(C(CC4C(C3C(C(C2(C)C)(CC1OC(=O)C(C(C5=CC=CC=C5)NC(=O)OC(C)(C)C)O)O)OC(=O)C6=CC=CC=C6)(CO4)OC(=O)C)OC)C)OC. Drug 2: CN(CCCl)CCCl.Cl. Cell line: RXF 393. Synergy scores: CSS=14.6, Synergy_ZIP=-13.5, Synergy_Bliss=-18.5, Synergy_Loewe=-15.9, Synergy_HSA=-14.6. (4) Drug 1: CC1=C(C=C(C=C1)NC(=O)C2=CC=C(C=C2)CN3CCN(CC3)C)NC4=NC=CC(=N4)C5=CN=CC=C5. Drug 2: CN(C(=O)NC(C=O)C(C(C(CO)O)O)O)N=O. Cell line: SF-295. Synergy scores: CSS=-1.17, Synergy_ZIP=-0.437, Synergy_Bliss=-1.23, Synergy_Loewe=-4.48, Synergy_HSA=-4.48. (5) Drug 1: CCCCC(=O)OCC(=O)C1(CC(C2=C(C1)C(=C3C(=C2O)C(=O)C4=C(C3=O)C=CC=C4OC)O)OC5CC(C(C(O5)C)O)NC(=O)C(F)(F)F)O. Drug 2: C1=NC2=C(N1)C(=S)N=CN2. Cell line: SF-268. Synergy scores: CSS=57.7, Synergy_ZIP=2.23, Synergy_Bliss=3.14, Synergy_Loewe=0.841, Synergy_HSA=2.59. (6) Drug 1: CC(C)NC(=O)C1=CC=C(C=C1)CNNC.Cl. Drug 2: CCC1(C2=C(COC1=O)C(=O)N3CC4=CC5=C(C=CC(=C5CN(C)C)O)N=C4C3=C2)O.Cl. Cell line: KM12. Synergy scores: CSS=17.1, Synergy_ZIP=-11.6, Synergy_Bliss=-16.7, Synergy_Loewe=-15.4, Synergy_HSA=-9.39. (7) Drug 1: CC1C(C(CC(O1)OC2CC(CC3=C2C(=C4C(=C3O)C(=O)C5=C(C4=O)C(=CC=C5)OC)O)(C(=O)C)O)N)O.Cl. Drug 2: CN(CCCl)CCCl.Cl. Cell line: SK-MEL-5. Synergy scores: CSS=16.3, Synergy_ZIP=-2.18, Synergy_Bliss=5.70, Synergy_Loewe=-11.0, Synergy_HSA=1.62.